Dataset: Forward reaction prediction with 1.9M reactions from USPTO patents (1976-2016). Task: Predict the product of the given reaction. (1) Given the reactants FC(F)(F)S(O[C:7]1[CH:12]=[C:11]([CH2:13][S:14]([CH3:17])(=[O:16])=[O:15])[N:10]=[C:9]([S:18][CH3:19])[N:8]=1)(=O)=O.Cl.[CH3:23][C@H:24]1[CH2:29][O:28][CH2:27][C@@H:26]([CH3:30])[NH:25]1.C(N(CC)C(C)C)(C)C, predict the reaction product. The product is: [CH3:23][C@H:24]1[CH2:29][O:28][CH2:27][C@@H:26]([CH3:30])[N:25]1[C:7]1[CH:12]=[C:11]([CH2:13][S:14]([CH3:17])(=[O:15])=[O:16])[N:10]=[C:9]([S:18][CH3:19])[N:8]=1. (2) The product is: [CH2:1]([O:3][C:4](=[O:26])[CH2:5][C:6]1[CH:11]=[CH:10][C:9]([O:12][CH3:13])=[C:8]([O:14][C:15]2[CH:20]=[CH:19][C:18]([N+:21]([O-:23])=[O:22])=[CH:17][C:16]=2[CH2:24][S:30][CH2:29][C:28]([F:32])([F:31])[F:27])[CH:7]=1)[CH3:2]. Given the reactants [CH2:1]([O:3][C:4](=[O:26])[CH2:5][C:6]1[CH:11]=[CH:10][C:9]([O:12][CH3:13])=[C:8]([O:14][C:15]2[CH:20]=[CH:19][C:18]([N+:21]([O-:23])=[O:22])=[CH:17][C:16]=2[CH2:24]Br)[CH:7]=1)[CH3:2].[F:27][C:28]([F:32])([F:31])[CH2:29][SH:30].[H-].[Na+], predict the reaction product. (3) Given the reactants [CH3:1][O:2][C:3](=[O:35])[CH:4]([NH:13][C:14](=[O:34])[C@H:15]([NH:23][C:24](=[O:33])[CH2:25][CH2:26][C:27]1[CH:32]=[CH:31][CH:30]=[CH:29][CH:28]=1)[CH2:16][C:17]1[CH:22]=[CH:21][CH:20]=[CH:19][CH:18]=1)[CH2:5][CH2:6][CH2:7][C:8]1[NH:9][CH:10]=[N:11][CH:12]=1.[C:36]1([C:42](Cl)([C:49]2[CH:54]=[CH:53][CH:52]=[CH:51][CH:50]=2)[C:43]2[CH:48]=[CH:47][CH:46]=[CH:45][CH:44]=2)[CH:41]=[CH:40][CH:39]=[CH:38][CH:37]=1.C(N(CC)CC)C, predict the reaction product. The product is: [CH3:1][O:2][C:3](=[O:35])[CH:4]([NH:13][C:14](=[O:34])[C@H:15]([NH:23][C:24](=[O:33])[CH2:25][CH2:26][C:27]1[CH:32]=[CH:31][CH:30]=[CH:29][CH:28]=1)[CH2:16][C:17]1[CH:18]=[CH:19][CH:20]=[CH:21][CH:22]=1)[CH2:5][CH2:6][CH2:7][C:8]1[N:9]=[CH:10][N:11]([C:42]([C:36]2[CH:41]=[CH:40][CH:39]=[CH:38][CH:37]=2)([C:49]2[CH:50]=[CH:51][CH:52]=[CH:53][CH:54]=2)[C:43]2[CH:44]=[CH:45][CH:46]=[CH:47][CH:48]=2)[CH:12]=1.